This data is from Catalyst prediction with 721,799 reactions and 888 catalyst types from USPTO. The task is: Predict which catalyst facilitates the given reaction. (1) Reactant: [CH3:1][C:2]1[CH:3]=[C:4]([CH:12]=[CH:13][CH:14]=1)[C:5](SCC(O)=O)=[S:6].[OH-].[Na+].O.[NH2:18][NH2:19]. Product: [CH3:1][C:2]1[CH:3]=[C:4]([CH:12]=[CH:13][CH:14]=1)[C:5]([NH:18][NH2:19])=[S:6]. The catalyst class is: 6. (2) The catalyst class is: 254. Reactant: [CH3:1][O:2][C:3](=[O:14])[C:4](=O)[CH2:5][C:6]([C:8]1[N:9]=[CH:10][S:11][CH:12]=1)=O.[Cl:15][C:16]1[N:17]=[N:18][C:19]([NH:22][NH2:23])=[CH:20][CH:21]=1.C(O)(=O)C.C(=O)([O-])O.[Na+]. Product: [CH3:1][O:2][C:3]([C:4]1[CH:5]=[C:6]([C:8]2[N:9]=[CH:10][S:11][CH:12]=2)[N:22]([C:19]2[N:18]=[N:17][C:16]([Cl:15])=[CH:21][CH:20]=2)[N:23]=1)=[O:14].